From a dataset of Full USPTO retrosynthesis dataset with 1.9M reactions from patents (1976-2016). Predict the reactants needed to synthesize the given product. Given the product [Br:1][C:9]1[S:8][C:7]([C:11]([O:13][CH3:14])=[O:12])=[C:6]([O:5][CH2:3][CH3:4])[CH:10]=1.[Br:1][C:10]1[C:6]([O:5][CH2:3][CH3:4])=[C:7]([C:11]([O:13][CH3:14])=[O:12])[S:8][CH:9]=1, predict the reactants needed to synthesize it. The reactants are: [Br:1]Br.[CH2:3]([O:5][C:6]1[CH:10]=[CH:9][S:8][C:7]=1[C:11]([O:13][CH3:14])=[O:12])[CH3:4].